From a dataset of Full USPTO retrosynthesis dataset with 1.9M reactions from patents (1976-2016). Predict the reactants needed to synthesize the given product. (1) Given the product [OH:26][C:25]1[N:6]=[C:4]([C:7]2[CH:8]=[CH:9][C:10]([NH:13][C:14](=[O:19])[C:15]([CH3:16])([CH3:18])[CH3:17])=[N:11][CH:12]=2)[NH:5][C:22](=[O:23])[CH:21]=1, predict the reactants needed to synthesize it. The reactants are: C[O-].[Na+].[C:4]([C:7]1[CH:8]=[CH:9][C:10]([NH:13][C:14](=[O:19])[C:15]([CH3:18])([CH3:17])[CH3:16])=[N:11][CH:12]=1)(=[NH:6])[NH2:5].C[C:21](C)([C:25]([O-])=[O:26])[C:22]([O-])=[O:23].Cl. (2) Given the product [CH3:20][N:21]([CH3:22])[C:24]1[N:28]([CH3:29])[C:27]([CH:30]=[O:31])=[CH:26][N:25]=1.[CH3:41][N:42]([CH3:43])[C:45]1[N:46]([CH3:52])[CH:47]=[C:48]([CH:50]=[O:51])[N:49]=1, predict the reactants needed to synthesize it. The reactants are: I.CNC(=N)SC.CNC.C(N1C[CH2:22][N:21]([C:24]2[N:28]([CH3:29])[C:27]([CH:30]=[O:31])=[CH:26][N:25]=2)[CH2:20]C1)C1C=CC=CC=1.C(N1C[CH2:43][N:42]([C:45]2[N:46]([CH3:52])[CH:47]=[C:48]([CH:50]=[O:51])[N:49]=2)[CH2:41]C1)C1C=CC=CC=1. (3) The reactants are: [C:1]1(P(C2C=CC=CC=2)C2C=CC=CC=2)C=CC=CC=1.[OH:20][C:21]1[CH:28]=[CH:27][C:26]([N+:29]([O-:31])=[O:30])=[CH:25][C:22]=1[CH:23]=[O:24].CO.N(C(OCC)=O)=NC(OCC)=O. Given the product [CH3:1][O:20][C:21]1[CH:28]=[CH:27][C:26]([N+:29]([O-:31])=[O:30])=[CH:25][C:22]=1[CH:23]=[O:24], predict the reactants needed to synthesize it. (4) Given the product [Cl:1][C:2]1[CH:3]=[C:4]([NH:5][NH:11][CH:16]([CH3:15])[C:17]([O:19][CH2:20][CH3:21])=[O:18])[CH:6]=[CH:7][C:8]=1[F:9], predict the reactants needed to synthesize it. The reactants are: [Cl:1][C:2]1[CH:3]=[C:4]([CH:6]=[CH:7][C:8]=1[F:9])[NH2:5].Cl.[N:11]([O-])=O.[Na+].[CH3:15][CH:16](C(C)=O)[C:17]([O:19][CH2:20][CH3:21])=[O:18].[OH-].[K+].C([O-])(=O)C.[Na+]. (5) The reactants are: [Cl:1][C:2]1[CH:3]=[N:4][CH:5]=[C:6]([Cl:28])[C:7]=1[NH:8][C:9]([C:11]1[C:16]2[CH:17]([CH2:20][C:21]([O:23]CC)=[O:22])[CH2:18][O:19][C:15]=2[C:14]([O:26][CH3:27])=[CH:13][CH:12]=1)=[O:10].[OH-].[Na+].Cl. Given the product [C:21]([CH2:20][CH:17]1[C:16]2[C:11]([C:9]([NH:8][C:7]3[C:6]([Cl:28])=[CH:5][N:4]=[CH:3][C:2]=3[Cl:1])=[O:10])=[CH:12][CH:13]=[C:14]([O:26][CH3:27])[C:15]=2[O:19][CH2:18]1)([OH:23])=[O:22], predict the reactants needed to synthesize it.